Dataset: Forward reaction prediction with 1.9M reactions from USPTO patents (1976-2016). Task: Predict the product of the given reaction. (1) Given the reactants [CH3:1][O:2][C:3]1[CH:8]=[CH:7][CH:6]=[C:5]([CH3:9])[N:4]=1.[Br:10]Br, predict the reaction product. The product is: [Br:10][C:6]1[C:5]([CH3:9])=[N:4][C:3]([O:2][CH3:1])=[CH:8][CH:7]=1. (2) Given the reactants [Br:1][C:2]1[C:3]2[N:4]([C:15](=[O:18])[NH:16][N:17]=2)[CH:5]=[CH:6][C:7]=1[C:8]1[CH:13]=[CH:12][C:11]([Cl:14])=[CH:10][CH:9]=1.C([O-])([O-])=O.[K+].[K+].Cl[CH2:26][C:27]1[CH:28]=[N:29][C:30]([C:33]([F:36])([F:35])[F:34])=[CH:31][CH:32]=1, predict the reaction product. The product is: [Br:1][C:2]1[C:3]2[N:4]([C:15](=[O:18])[N:16]([CH2:26][C:27]3[CH:28]=[N:29][C:30]([C:33]([F:36])([F:34])[F:35])=[CH:31][CH:32]=3)[N:17]=2)[CH:5]=[CH:6][C:7]=1[C:8]1[CH:9]=[CH:10][C:11]([Cl:14])=[CH:12][CH:13]=1. (3) The product is: [CH3:1][O:2][C:3]1[CH:4]=[C:5]2[C:9](=[CH:10][CH:11]=1)[C:8]1([N:16]3[CH:17]=[N:18][CH:19]=[C:15]3[CH2:14][CH2:13][CH2:12]1)[CH2:7][CH2:6]2. Given the reactants [CH3:1][O:2][C:3]1[CH:4]=[C:5]2[C:9](=[CH:10][CH:11]=1)[C:8]1([N:16]3[CH:17]=[N:18][CH2:19][CH:15]3[CH2:14][CH2:13][CH2:12]1)[CH2:7][CH2:6]2, predict the reaction product. (4) Given the reactants [Cl:1][C:2]1[CH:7]=[CH:6][C:5]([CH:8]([C:20]2[CH:28]=[CH:27][C:23]([C:24](O)=[O:25])=[CH:22][CH:21]=2)[CH2:9][C:10]([C:12]2[CH:17]=[CH:16][C:15](=[O:18])[N:14]([CH3:19])[CH:13]=2)=[O:11])=[C:4]([CH3:29])[CH:3]=1.[NH2:30][CH2:31][CH2:32][OH:33].F[P-](F)(F)(F)(F)F.N1(O[P+](N(C)C)(N(C)C)N(C)C)C2C=CC=CC=2N=N1, predict the reaction product. The product is: [Cl:1][C:2]1[CH:7]=[CH:6][C:5]([CH:8]([C:20]2[CH:28]=[CH:27][C:23]([C:24]([NH:30][CH2:31][CH2:32][OH:33])=[O:25])=[CH:22][CH:21]=2)[CH2:9][C:10]([C:12]2[CH:17]=[CH:16][C:15](=[O:18])[N:14]([CH3:19])[CH:13]=2)=[O:11])=[C:4]([CH3:29])[CH:3]=1. (5) Given the reactants C([O-])([O-])=O.[Na+].[Na+].[Br:7][C:8]1[CH:9]=[C:10]([C:29]#[C:30][Si](C)(C)C)[C:11]([N:14]([C:22]([O:24][C:25]([CH3:28])([CH3:27])[CH3:26])=[O:23])[C:15](=[O:21])[O:16][C:17]([CH3:20])([CH3:19])[CH3:18])=[N:12][CH:13]=1, predict the reaction product. The product is: [Br:7][C:8]1[CH:9]=[C:10]([C:29]#[CH:30])[C:11]([N:14]([C:22]([O:24][C:25]([CH3:28])([CH3:27])[CH3:26])=[O:23])[C:15](=[O:21])[O:16][C:17]([CH3:19])([CH3:20])[CH3:18])=[N:12][CH:13]=1.